This data is from Forward reaction prediction with 1.9M reactions from USPTO patents (1976-2016). The task is: Predict the product of the given reaction. (1) Given the reactants [CH:1]1([CH2:4][O:5][C:6]2[N:11]=[C:10]([C:12]([OH:14])=O)[CH:9]=[CH:8][C:7]=2[C:15]2([F:19])[CH2:18][CH2:17][CH2:16]2)[CH2:3][CH2:2]1.Cl.[F:21][C:22]1([F:30])[CH2:26][NH:25][C@H:24]([C:27]([NH2:29])=[O:28])[CH2:23]1, predict the reaction product. The product is: [CH:1]1([CH2:4][O:5][C:6]2[N:11]=[C:10]([C:12]([N:25]3[CH2:26][C:22]([F:30])([F:21])[CH2:23][C@H:24]3[C:27]([NH2:29])=[O:28])=[O:14])[CH:9]=[CH:8][C:7]=2[C:15]2([F:19])[CH2:18][CH2:17][CH2:16]2)[CH2:2][CH2:3]1. (2) Given the reactants C(=O)(O)[O-].[Na+].[NH2:6][C@H:7]1[CH2:11][CH2:10][N:9]([C:12]([O:14][CH2:15][C:16]2[CH:21]=[CH:20][CH:19]=[CH:18][CH:17]=2)=[O:13])[CH2:8]1.[CH3:22][O:23][C:24](Cl)=[O:25], predict the reaction product. The product is: [CH3:22][O:23][C:24]([NH:6][C@H:7]1[CH2:11][CH2:10][N:9]([C:12]([O:14][CH2:15][C:16]2[CH:21]=[CH:20][CH:19]=[CH:18][CH:17]=2)=[O:13])[CH2:8]1)=[O:25].